Dataset: Catalyst prediction with 721,799 reactions and 888 catalyst types from USPTO. Task: Predict which catalyst facilitates the given reaction. (1) Reactant: [OH:1][CH2:2][C@H:3]([NH:5][C:6]1[C:7]2[CH:30]=[CH:29][N:28](S(C3C=CC(C)=CC=3)(=O)=O)[C:8]=2[N:9]=[C:10]([NH:12][C:13]2[CH:18]=[CH:17][C:16]([N:19]3[CH2:24][CH2:23][N:22]([C:25](=[O:27])[CH3:26])[CH2:21][CH2:20]3)=[CH:15][CH:14]=2)[N:11]=1)[CH3:4].[OH-].[K+]. Product: [OH:1][CH2:2][C@H:3]([NH:5][C:6]1[C:7]2[CH:30]=[CH:29][NH:28][C:8]=2[N:9]=[C:10]([NH:12][C:13]2[CH:18]=[CH:17][C:16]([N:19]3[CH2:20][CH2:21][N:22]([C:25](=[O:27])[CH3:26])[CH2:23][CH2:24]3)=[CH:15][CH:14]=2)[N:11]=1)[CH3:4]. The catalyst class is: 71. (2) Reactant: [N+:1]([C:4]1[CH:11]=[N:10][CH:9]=[CH:8][C:5]=1[CH:6]=[O:7])([O-:3])=[O:2].[CH2:12]([O:19][CH2:20][C@H:21](O)[CH2:22][OH:23])[C:13]1[CH:18]=[CH:17][CH:16]=[CH:15][CH:14]=1.C1(C)C=CC(S(O)(=O)=O)=CC=1. Product: [CH2:12]([O:19][CH2:20][C@H:21]1[CH2:22][O:23][C@H:6]([C:5]2[CH:8]=[CH:9][N:10]=[CH:11][C:4]=2[N+:1]([O-:3])=[O:2])[O:7]1)[C:13]1[CH:18]=[CH:17][CH:16]=[CH:15][CH:14]=1. The catalyst class is: 11.